This data is from Full USPTO retrosynthesis dataset with 1.9M reactions from patents (1976-2016). The task is: Predict the reactants needed to synthesize the given product. (1) Given the product [C:16]([C:19]1[N:20]=[C:21]([CH3:27])[N:22]2[CH:26]=[C:25]([Sn:43]([CH2:44][CH2:45][CH2:46][CH3:47])([CH2:48][CH2:49][CH2:50][CH3:51])[CH2:39][CH2:40][CH2:41][CH3:42])[S:24][C:23]=12)(=[O:18])[CH3:17], predict the reactants needed to synthesize it. The reactants are: C[Si]([N-][Si](C)(C)C)(C)C.[Li+].C1COCC1.[C:16]([C:19]1[N:20]=[C:21]([CH3:27])[N:22]2[CH:26]=[CH:25][S:24][C:23]=12)(=[O:18])[CH3:17].C([Li])CCC.CCCCCC.[CH2:39]([Sn:43](Cl)([CH2:48][CH2:49][CH2:50][CH3:51])[CH2:44][CH2:45][CH2:46][CH3:47])[CH2:40][CH2:41][CH3:42].[Cl-].[NH4+]. (2) The reactants are: [NH2:1][C:2]1[CH:7]=[C:6]([C:8]([F:11])([F:10])[F:9])[CH:5]=[CH:4][C:3]=1[C:12](=[O:14])[CH3:13].[O:15](S(C(F)(F)F)(=O)=O)[S:16]([C:19]([F:22])([F:21])[F:20])(=O)=[O:17]. Given the product [C:12]([C:3]1[CH:4]=[CH:5][C:6]([C:8]([F:9])([F:10])[F:11])=[CH:7][C:2]=1[NH:1][S:16]([C:19]([F:22])([F:21])[F:20])(=[O:17])=[O:15])(=[O:14])[CH3:13], predict the reactants needed to synthesize it. (3) Given the product [F:21][C:15]1[CH:16]=[C:17]([F:20])[CH:18]=[CH:19][C:14]=1[C:13]1[NH:12][C:11]([C:22]([CH3:28])([CH3:27])[C:23]([O:25][CH3:26])=[O:24])=[N:10][C:9]=1[C:5]1[N:6]=[C:7]2[O:8][C:30]([NH:29][C@@H:32]([CH3:37])[CH2:33][CH2:34][O:35][CH3:36])=[N:1][C:2]2=[CH:3][CH:4]=1, predict the reactants needed to synthesize it. The reactants are: [NH2:1][C:2]1[CH:3]=[CH:4][C:5]([C:9]2[N:10]=[C:11]([C:22]([CH3:28])([CH3:27])[C:23]([O:25][CH3:26])=[O:24])[NH:12][C:13]=2[C:14]2[CH:19]=[CH:18][C:17]([F:20])=[CH:16][C:15]=2[F:21])=[N:6][C:7]=1[OH:8].[N:29]([C@@H:32]([CH3:37])[CH2:33][CH2:34][O:35][CH3:36])=[C:30]=S.Cl.C(N=C=NCCCN(C)C)C. (4) Given the product [N:37]1[C:3]2[C:4](=[CH:14][CH:18]=[CH:6][CH:2]=2)[N:5]=[CH:7][CH:45]=1, predict the reactants needed to synthesize it. The reactants are: O[C@@H:2]1[CH2:6][N:5]([C:7](OC(C)(C)C)=O)[C@H:4]([C:14](OC)=O)[CH2:3]1.[C:18]1(P(C2C=CC=CC=2)C2C=CC=CC=2)C=CC=CC=1.[N:37]([C:45](OC(C)C)=O)=NC(OC(C)C)=O. (5) Given the product [CH3:6][N:7]([CH3:21])[C:8]1([C:15]2[CH:20]=[CH:19][CH:18]=[CH:17][CH:16]=2)[CH2:13][CH2:12][C:11](=[CH2:1])[CH2:10][CH2:9]1, predict the reactants needed to synthesize it. The reactants are: [CH3:1]COCC.[CH3:6][N:7]([CH3:21])[C:8]1([C:15]2[CH:20]=[CH:19][CH:18]=[CH:17][CH:16]=2)[CH2:13][CH2:12][C:11](=O)[CH2:10][CH2:9]1. (6) Given the product [CH2:1]([O:3][C:4]([C:6]1[CH:7]=[C:8]2[N:13]([C:14]=1[C:15]1[CH:16]=[N:17][C:18]([O:21][CH3:22])=[CH:19][CH:20]=1)[CH:12]=[CH:11][C:10]([CH2:23][O:24][S:26]([CH3:25])(=[O:28])=[O:27])=[CH:9]2)=[O:5])[CH3:2], predict the reactants needed to synthesize it. The reactants are: [CH2:1]([O:3][C:4]([C:6]1[CH:7]=[C:8]2[N:13]([C:14]=1[C:15]1[CH:16]=[N:17][C:18]([O:21][CH3:22])=[CH:19][CH:20]=1)[CH:12]=[CH:11][C:10]([CH2:23][OH:24])=[CH:9]2)=[O:5])[CH3:2].[CH3:25][S:26](Cl)(=[O:28])=[O:27]. (7) Given the product [C:1]([O-:6])(=[O:5])[C:2]([CH3:4])=[O:3].[CH2:1]([OH:5])[CH:2]([OH:3])[CH3:4].[CH3:4][C:2](=[O:3])[C:1](=[O:6])[CH2:7][CH3:8], predict the reactants needed to synthesize it. The reactants are: [C:1]([OH:6])(=[O:5])[CH:2]([CH3:4])[OH:3].[C:7](O)(=O)[CH3:8]. (8) Given the product [Br:45][C:19]1[S:18][C:17]([C:21]([O:23][CH3:24])=[O:22])=[C:16]([NH:15][C:13](=[O:14])[C:12]([F:11])([F:25])[F:26])[CH:20]=1, predict the reactants needed to synthesize it. The reactants are: NC1C=CSC=1C(OC)=O.[F:11][C:12]([F:26])([F:25])[C:13]([NH:15][C:16]1[CH:20]=[CH:19][S:18][C:17]=1[C:21]([O:23][CH3:24])=[O:22])=[O:14].FC(F)(F)C(OC(=O)C(F)(F)F)=O.C([Li])CCC.[Br:45]CCBr.